From a dataset of Peptide-MHC class I binding affinity with 185,985 pairs from IEDB/IMGT. Regression. Given a peptide amino acid sequence and an MHC pseudo amino acid sequence, predict their binding affinity value. This is MHC class I binding data. (1) The peptide sequence is IPEISSNDNA. The MHC is HLA-B51:01 with pseudo-sequence HLA-B51:01. The binding affinity (normalized) is 0. (2) The MHC is HLA-B27:05 with pseudo-sequence HLA-B27:05. The peptide sequence is YNETWYSA. The binding affinity (normalized) is 0. (3) The MHC is HLA-A02:01 with pseudo-sequence HLA-A02:01. The peptide sequence is RTRCKYVGCT. The binding affinity (normalized) is 0.00277. (4) The peptide sequence is FVKRKKLDI. The MHC is HLA-B08:01 with pseudo-sequence HLA-B08:01. The binding affinity (normalized) is 0.899. (5) The peptide sequence is RRWQQLLAL. The MHC is Mamu-B08 with pseudo-sequence Mamu-B08. The binding affinity (normalized) is 0.854.